From a dataset of Forward reaction prediction with 1.9M reactions from USPTO patents (1976-2016). Predict the product of the given reaction. (1) Given the reactants Cl.[NH2:2][C:3]1[CH:24]=[CH:23][C:6]([O:7][C:8]2[CH:13]=[CH:12][N:11]=[C:10]([NH:14][CH2:15][CH2:16][N:17]3[CH2:22][CH2:21][O:20][CH2:19][CH2:18]3)[CH:9]=2)=[C:5]([F:25])[CH:4]=1.NC1N=CN=C(O[C:48]2C=CC(NC(NC(=O)CC3C=[CH:50][C:49]([F:52])=[CH:48]C=3)=S)=[CH:50][C:49]=2[F:52])C=1.CN([C:58]([O:62]N1N=NC2C=CC=CC1=2)=[N+](C)C)C.[B-](F)(F)(F)F.CC[N:79]([CH:83]([CH3:85])C)[CH:80]([CH3:82])[CH3:81].C[O:87]C1C=CC(CNC2N=C(OC3C=CC(N)=CC=3F)C=CN=2)=CC=1, predict the reaction product. The product is: [F:25][C:5]1[CH:4]=[C:3]([NH:2][C:58](=[O:62])[CH2:85][C:83]([NH:79][C:80]2[CH:81]=[CH:50][C:49]([F:52])=[CH:48][CH:82]=2)=[O:87])[CH:24]=[CH:23][C:6]=1[O:7][C:8]1[CH:13]=[CH:12][N:11]=[C:10]([NH:14][CH2:15][CH2:16][N:17]2[CH2:22][CH2:21][O:20][CH2:19][CH2:18]2)[CH:9]=1. (2) Given the reactants Cl[C:2]1[C:7]([CH:8]=[O:9])=[CH:6][N:5]=[C:4]2[NH:10][CH:11]=[CH:12][C:3]=12.[CH3:13][NH2:14], predict the reaction product. The product is: [CH3:13][NH:14][C:2]1[C:7]([CH:8]=[O:9])=[CH:6][N:5]=[C:4]2[NH:10][CH:11]=[CH:12][C:3]=12. (3) Given the reactants Cl.[NH2:2][C@H:3]1[CH2:8][CH2:7][C@H:6]([NH:9][C:10]([C:12]2[C:16]3[N:17]=[CH:18][N:19]=[C:20]([C:21]4[C:29]5[O:28][CH2:27][O:26][C:25]=5[CH:24]=[CH:23][C:22]=4[O:30][CH2:31][CH:32]4[CH2:34][CH2:33]4)[C:15]=3[NH:14][C:13]=2[CH3:35])=[O:11])[CH2:5][CH2:4]1.[C:36](Cl)(=[O:38])[CH3:37], predict the reaction product. The product is: [C:36]([NH:2][C@H:3]1[CH2:8][CH2:7][C@H:6]([NH:9][C:10]([C:12]2[C:16]3[N:17]=[CH:18][N:19]=[C:20]([C:21]4[C:29]5[O:28][CH2:27][O:26][C:25]=5[CH:24]=[CH:23][C:22]=4[O:30][CH2:31][CH:32]4[CH2:34][CH2:33]4)[C:15]=3[NH:14][C:13]=2[CH3:35])=[O:11])[CH2:5][CH2:4]1)(=[O:38])[CH3:37]. (4) Given the reactants [CH3:1][O:2][C:3]1[CH:4]=[C:5]([CH:31]=[CH:32][C:33]=1[O:34][CH3:35])[CH2:6][CH:7]1[C:16]2[C:11](=[C:12]([O:18][CH3:19])[CH:13]=[CH:14][C:15]=2[OH:17])[CH2:10][CH2:9][N:8]1[CH2:20][C:21]([NH:23][CH2:24][C:25]1[CH:30]=[CH:29][CH:28]=[CH:27][N:26]=1)=[O:22].Br[CH2:37][CH2:38][CH2:39][F:40], predict the reaction product. The product is: [CH3:1][O:2][C:3]1[CH:4]=[C:5]([CH:31]=[CH:32][C:33]=1[O:34][CH3:35])[CH2:6][CH:7]1[C:16]2[C:11](=[C:12]([O:18][CH3:19])[CH:13]=[CH:14][C:15]=2[O:17][CH2:37][CH2:38][CH2:39][F:40])[CH2:10][CH2:9][N:8]1[CH2:20][C:21]([NH:23][CH2:24][C:25]1[CH:30]=[CH:29][CH:28]=[CH:27][N:26]=1)=[O:22]. (5) Given the reactants [Cl:1][C:2]1[C:3]([F:30])=[C:4]([NH:8][C:9]2[C:18]3[C:13](=[CH:14][C:15]([O:28][CH3:29])=[C:16]([CH2:19][NH:20][CH2:21][CH2:22][N:23]4[CH2:27][CH2:26][CH2:25][CH2:24]4)[CH:17]=3)[N:12]=[CH:11][N:10]=2)[CH:5]=[CH:6][CH:7]=1.CC[O:33][C:34]([C@H:36](OS(C(F)(F)F)(=O)=O)[CH3:37])=[O:35], predict the reaction product. The product is: [Cl:1][C:2]1[C:3]([F:30])=[C:4]([NH:8][C:9]2[C:18]3[C:13](=[CH:14][C:15]([O:28][CH3:29])=[C:16]([CH2:19][N:20]([CH2:21][CH2:22][N:23]4[CH2:24][CH2:25][CH2:26][CH2:27]4)[C@H:36]([C:34]([OH:35])=[O:33])[CH3:37])[CH:17]=3)[N:12]=[CH:11][N:10]=2)[CH:5]=[CH:6][CH:7]=1. (6) Given the reactants [Cl:1][C:2]1[CH:10]=[C:9]2[C:5]([C:6](I)=[N:7][N:8]2[CH3:11])=[CH:4][CH:3]=1.C([Mg]Cl)(C)C.[CH2:18]([Sn:22]([CH2:28][CH2:29][CH2:30][CH3:31])([CH2:24][CH2:25][CH2:26][CH3:27])Cl)[CH2:19][CH2:20][CH3:21], predict the reaction product. The product is: [Cl:1][C:2]1[CH:10]=[C:9]2[C:5]([C:6]([Sn:22]([CH2:24][CH2:25][CH2:26][CH3:27])([CH2:28][CH2:29][CH2:30][CH3:31])[CH2:18][CH2:19][CH2:20][CH3:21])=[N:7][N:8]2[CH3:11])=[CH:4][CH:3]=1.